From a dataset of NCI-60 drug combinations with 297,098 pairs across 59 cell lines. Regression. Given two drug SMILES strings and cell line genomic features, predict the synergy score measuring deviation from expected non-interaction effect. (1) Drug 1: C1C(C(OC1N2C=NC3=C(N=C(N=C32)Cl)N)CO)O. Drug 2: C1=CN(C=N1)CC(O)(P(=O)(O)O)P(=O)(O)O. Cell line: IGROV1. Synergy scores: CSS=12.0, Synergy_ZIP=-4.65, Synergy_Bliss=1.26, Synergy_Loewe=-5.94, Synergy_HSA=1.55. (2) Drug 1: CC1=C2C(C(=O)C3(C(CC4C(C3C(C(C2(C)C)(CC1OC(=O)C(C(C5=CC=CC=C5)NC(=O)OC(C)(C)C)O)O)OC(=O)C6=CC=CC=C6)(CO4)OC(=O)C)OC)C)OC. Drug 2: CC1=C(C(CCC1)(C)C)C=CC(=CC=CC(=CC(=O)O)C)C. Cell line: A549. Synergy scores: CSS=75.9, Synergy_ZIP=15.0, Synergy_Bliss=14.8, Synergy_Loewe=14.1, Synergy_HSA=19.9. (3) Drug 1: CC1C(C(CC(O1)OC2CC(CC3=C2C(=C4C(=C3O)C(=O)C5=C(C4=O)C(=CC=C5)OC)O)(C(=O)CO)O)N)O.Cl. Drug 2: C1CN(P(=O)(OC1)NCCCl)CCCl. Cell line: LOX IMVI. Synergy scores: CSS=-2.13, Synergy_ZIP=2.44, Synergy_Bliss=2.55, Synergy_Loewe=-0.580, Synergy_HSA=-0.863. (4) Drug 1: CC1C(C(CC(O1)OC2CC(CC3=C2C(=C4C(=C3O)C(=O)C5=C(C4=O)C(=CC=C5)OC)O)(C(=O)C)O)N)O.Cl. Drug 2: CN(C(=O)NC(C=O)C(C(C(CO)O)O)O)N=O. Cell line: MDA-MB-435. Synergy scores: CSS=6.87, Synergy_ZIP=-2.15, Synergy_Bliss=-1.25, Synergy_Loewe=-9.01, Synergy_HSA=-3.54. (5) Drug 1: C1=NC2=C(N1)C(=S)N=CN2. Drug 2: C1CN(P(=O)(OC1)NCCCl)CCCl. Cell line: CAKI-1. Synergy scores: CSS=28.4, Synergy_ZIP=-0.799, Synergy_Bliss=2.14, Synergy_Loewe=-33.4, Synergy_HSA=0.110. (6) Drug 1: CC(CN1CC(=O)NC(=O)C1)N2CC(=O)NC(=O)C2. Drug 2: CC=C1C(=O)NC(C(=O)OC2CC(=O)NC(C(=O)NC(CSSCCC=C2)C(=O)N1)C(C)C)C(C)C. Cell line: MALME-3M. Synergy scores: CSS=73.1, Synergy_ZIP=12.7, Synergy_Bliss=13.0, Synergy_Loewe=-21.1, Synergy_HSA=14.8.